From a dataset of Catalyst prediction with 721,799 reactions and 888 catalyst types from USPTO. Predict which catalyst facilitates the given reaction. (1) Reactant: [CH2:1]([C:3]1[C:12]2[C:7](=[CH:8][C:9]([O:13][CH3:14])=[CH:10][CH:11]=2)[O:6][C:5](=[O:15])[CH:4]=1)[CH3:2].[Se](=O)=[O:17]. Product: [OH:17][CH:1]([C:3]1[C:12]2[C:7](=[CH:8][C:9]([O:13][CH3:14])=[CH:10][CH:11]=2)[O:6][C:5](=[O:15])[CH:4]=1)[CH3:2]. The catalyst class is: 270. (2) Reactant: [C:1]([O:5][C:6](=[O:25])[CH2:7][CH2:8][N:9]1[CH2:14][CH2:13][O:12][CH:11]([C:15]2[CH:20]=[CH:19][C:18]([S:21][C:22](=O)[CH3:23])=[CH:17][CH:16]=2)[CH2:10]1)([CH3:4])([CH3:3])[CH3:2].[OH-].[Na+].[Cl:28][C:29]1[CH:36]=[CH:35][CH:34]=[C:33]([Cl:37])C=1CBr. Product: [C:1]([O:5][C:6](=[O:25])[CH2:7][CH2:8][N:9]1[CH2:14][CH2:13][O:12][CH:11]([C:15]2[CH:20]=[CH:19][C:18]([S:21][CH2:22][C:23]3[C:29]([Cl:28])=[CH:36][CH:35]=[CH:34][C:33]=3[Cl:37])=[CH:17][CH:16]=2)[CH2:10]1)([CH3:4])([CH3:3])[CH3:2]. The catalyst class is: 88. (3) Reactant: Cl.[C:2]([C:4]1[N:9]=[N:8][CH:7]=[C:6]([N:10]2[CH:14]=[CH:13][C:12]([N:15]3[CH2:20][C@@H:19]([CH3:21])[O:18][C@H:17]([C@@H:22]([OH:26])[C:23](O)=[O:24])[C:16]3=[O:27])=[N:11]2)[CH:5]=1)#[N:3].ON1C2N=CC=CC=2N=N1.Cl.CN(C)CCCN=C=NCC.[O:50]1[C:54]2[CH:55]=[C:56]([NH2:59])[CH:57]=[CH:58][C:53]=2[C:52]([NH2:60])=[N:51]1. Product: [NH2:60][C:52]1[C:53]2[CH:58]=[CH:57][C:56]([NH:59][C:23](=[O:24])[C@@H:22]([C@H:17]3[O:18][C@H:19]([CH3:21])[CH2:20][N:15]([C:12]4[CH:13]=[CH:14][N:10]([C:6]5[CH:5]=[C:4]([C:2]#[N:3])[N:9]=[N:8][CH:7]=5)[N:11]=4)[C:16]3=[O:27])[OH:26])=[CH:55][C:54]=2[O:50][N:51]=1. The catalyst class is: 37. (4) Reactant: [C:1]([O:5][C:6]([NH:8][C:9]1[CH:10]=[C:11]([N:19]2[CH2:24][CH2:23][N:22]([C:25]([O:27][C:28]([CH3:31])([CH3:30])[CH3:29])=[O:26])[CH2:21][CH2:20]2)[CH:12]=[CH:13][C:14]=1[C:15]([O:17][CH3:18])=[O:16])=[O:7])([CH3:4])([CH3:3])[CH3:2].C(O)(C(F)(F)F)=O.C1C(=O)N([Cl:46])C(=O)C1.CO. Product: [C:1]([O:5][C:6]([NH:8][C:9]1[C:14]([C:15]([O:17][CH3:18])=[O:16])=[CH:13][C:12]([Cl:46])=[C:11]([N:19]2[CH2:20][CH2:21][N:22]([C:25]([O:27][C:28]([CH3:31])([CH3:30])[CH3:29])=[O:26])[CH2:23][CH2:24]2)[CH:10]=1)=[O:7])([CH3:3])([CH3:4])[CH3:2]. The catalyst class is: 2. (5) Reactant: Cl[C:2]1[C:11]2=[N:12][N:13](CC3C=CC(OC)=CC=3)[CH:14]=[C:10]2[C:9]2[CH:8]=[C:7]([O:24][CH3:25])[CH:6]=[CH:5][C:4]=2[N:3]=1.[CH3:26][N:27]([CH:35]1[CH2:40][CH2:39][N:38]([CH3:41])[CH2:37][CH2:36]1)[C:28]1[CH:33]=[CH:32][C:31]([NH2:34])=[CH:30][CH:29]=1.Cl. Product: [CH3:25][O:24][C:7]1[CH:6]=[CH:5][C:4]2[N:3]=[C:2]([NH:34][C:31]3[CH:30]=[CH:29][C:28]([N:27]([CH3:26])[CH:35]4[CH2:40][CH2:39][N:38]([CH3:41])[CH2:37][CH2:36]4)=[CH:33][CH:32]=3)[C:11]3=[N:12][NH:13][CH:14]=[C:10]3[C:9]=2[CH:8]=1. The catalyst class is: 71.